From a dataset of Reaction yield outcomes from USPTO patents with 853,638 reactions. Predict the reaction yield, written as a fraction of the theoretical maximum amount of product (1.0 means a 100% yield; for example, 0.34 means a 34% yield). (1) The reactants are C(C1COC(=O)N1[C:14](=[O:46])[CH:15]([C:20]1[CH:21]=[C:22]([C:36]2[CH:41]=[CH:40][C:39]([C:42]([F:45])([F:44])[F:43])=[CH:38][CH:37]=2)[CH:23]=[C:24]([O:26][CH2:27][C:28]2[CH:33]=[C:32]([F:34])[CH:31]=[C:30]([F:35])[CH:29]=2)[CH:25]=1)[CH2:16][CH:17]([CH3:19])[CH3:18])C1C=CC=CC=1.O[Li].O.OO.[O-:52]S([O-])=O.[Na+].[Na+]. The product is [F:34][C:32]1[CH:33]=[C:28]([CH:29]=[C:30]([F:35])[CH:31]=1)[CH2:27][O:26][C:24]1[CH:25]=[C:20]([C@@H:15]([CH2:16][CH:17]([CH3:19])[CH3:18])[C:14]([OH:46])=[O:52])[CH:21]=[C:22]([C:36]2[CH:41]=[CH:40][C:39]([C:42]([F:44])([F:43])[F:45])=[CH:38][CH:37]=2)[CH:23]=1. The catalyst is C1COCC1.O. The yield is 0.700. (2) The reactants are [O:1]=[C:2]1[CH2:10][C:9]2[C:4](=[CH:5][C:6]([C:11]([C:13]3[CH:14]=[C:15]([NH:19][C:20]([C:22]4[N:23]([CH:27]([CH3:29])[CH3:28])[N:24]=[CH:25][CH:26]=4)=[O:21])[CH:16]=[CH:17][CH:18]=3)=[O:12])=[CH:7][CH:8]=2)[NH:3]1.[CH:30](OCC)=[O:31].[O-]CC.[Na+].Cl. The catalyst is C(O)C. The product is [OH:31][CH:30]=[C:10]1[C:9]2[C:4](=[CH:5][C:6]([C:11]([C:13]3[CH:14]=[C:15]([NH:19][C:20]([C:22]4[N:23]([CH:27]([CH3:29])[CH3:28])[N:24]=[CH:25][CH:26]=4)=[O:21])[CH:16]=[CH:17][CH:18]=3)=[O:12])=[CH:7][CH:8]=2)[NH:3][C:2]1=[O:1]. The yield is 0.830. (3) The reactants are [C:1]([O:5][C:6]([N:8]1[C:12](=[O:13])[CH2:11][CH2:10][C@H:9]1[C:14]([O:16][CH:17]([CH3:19])[CH3:18])=[O:15])=[O:7])([CH3:4])([CH3:3])[CH3:2].[BH4-].[Na+].C(OCC)(=O)C.CCCCCC. The catalyst is CO.O. The product is [C:1]([O:5][C:6]([NH:8][C@@H:9]([CH2:10][CH2:11][CH2:12][OH:13])[C:14]([O:16][CH:17]([CH3:19])[CH3:18])=[O:15])=[O:7])([CH3:2])([CH3:3])[CH3:4]. The yield is 0.640. (4) The reactants are [CH3:1][CH2:2][CH2:3][CH:4]([NH2:8])[CH2:5][CH2:6][CH3:7].C(N(CC)CC)C.[O:16]1[C:20]2[CH:21]=[CH:22][C:23]([C:25](Cl)=[O:26])=[CH:24][C:19]=2[O:18][CH2:17]1. The catalyst is ClCCl. The product is [CH3:1][CH2:2][CH2:3][CH:4]([NH:8][C:25]([C:23]1[CH:22]=[CH:21][C:20]2[O:16][CH2:17][O:18][C:19]=2[CH:24]=1)=[O:26])[CH2:5][CH2:6][CH3:7]. The yield is 0.483. (5) The reactants are CCN=C=NCCCN(C)C.[CH3:12][C:13]1[CH:18]=[CH:17][C:16]([C:19]2[CH:24]=[C:23]([C:25]3[S:26][CH:27]=[CH:28][N:29]=3)[CH:22]=[C:21]([C:30]([OH:32])=O)[CH:20]=2)=[CH:15][CH:14]=1.C1C=CC2N(O)N=NC=2C=1.CN1C(=O)CCC1.[CH3:50][C@H:51]([NH2:59])[CH2:52][N:53]1[CH2:58][CH2:57][O:56][CH2:55][CH2:54]1. The catalyst is C(Cl)Cl. The product is [CH3:50][C@@H:51]([NH:59][C:30]([C:21]1[CH:20]=[C:19]([C:16]2[CH:17]=[CH:18][C:13]([CH3:12])=[CH:14][CH:15]=2)[CH:24]=[C:23]([C:25]2[S:26][CH:27]=[CH:28][N:29]=2)[CH:22]=1)=[O:32])[CH2:52][N:53]1[CH2:58][CH2:57][O:56][CH2:55][CH2:54]1. The yield is 0.810.